Dataset: Forward reaction prediction with 1.9M reactions from USPTO patents (1976-2016). Task: Predict the product of the given reaction. (1) Given the reactants Cl[C:2]1[CH:7]=[CH:6][C:5]([CH:8]2[CH2:14][CH2:13][CH2:12][CH2:11][N:10]([C:15]([C:17]3[CH:22]=[CH:21][N:20]=[C:19]([N:23]([CH3:25])[CH3:24])[CH:18]=3)=[O:16])[CH2:9]2)=[CH:4][CH:3]=1.Cl.CN(C)C1C=C(C=CN=1)[C:32](O)=[O:33].Cl.COC1C=CC(C2CCCCNC2)=CC=1, predict the reaction product. The product is: [CH3:32][O:33][C:2]1[CH:7]=[CH:6][C:5]([CH:8]2[CH2:14][CH2:13][CH2:12][CH2:11][N:10]([C:15]([C:17]3[CH:22]=[CH:21][N:20]=[C:19]([N:23]([CH3:25])[CH3:24])[CH:18]=3)=[O:16])[CH2:9]2)=[CH:4][CH:3]=1. (2) The product is: [Br:1][C:2]1[CH:11]=[C:10]2[C:5]([C:6]([Cl:18])=[N:7][CH:8]=[N:9]2)=[CH:4][C:3]=1[N+:13]([O-:15])=[O:14]. Given the reactants [Br:1][C:2]1[CH:11]=[C:10]2[C:5]([C:6](O)=[N:7][CH:8]=[N:9]2)=[CH:4][C:3]=1[N+:13]([O-:15])=[O:14].O=P(Cl)(Cl)[Cl:18], predict the reaction product. (3) Given the reactants I[C:2]1[N:7]=[C:6]([O:8][CH3:9])[CH:5]=[CH:4][N:3]=1.C([Mg]Cl)(C)C.CON(C)[C:18](=[O:20])[CH3:19].O, predict the reaction product. The product is: [CH3:9][O:8][C:6]1[CH:5]=[CH:4][N:3]=[C:2]([C:18](=[O:20])[CH3:19])[N:7]=1. (4) Given the reactants [CH3:1][O:2][CH2:3][C:4]1[CH:9]=[CH:8][CH:7]=[C:6]([CH2:10][O:11][CH3:12])[CH:5]=1.C([O-])(=O)C.[Na+].[Br:18]Br.S([O-])([O-])=O.[Na+].[Na+], predict the reaction product. The product is: [CH3:12][O:11][CH2:10][C:6]1[CH:5]=[C:4]([CH2:3][O:2][CH3:1])[CH:9]=[CH:8][C:7]=1[Br:18]. (5) Given the reactants [CH:1]([O:4][C:5]1[CH:6]=[CH:7][C:8]([CH:11]=O)=[N:9][CH:10]=1)([CH3:3])[CH3:2].[C:13]([O-])([O-])=O.[K+].[K+].[N+](=C(P(=O)(OC)OC)C(=O)C)=[N-], predict the reaction product. The product is: [C:11]([C:8]1[CH:7]=[CH:6][C:5]([O:4][CH:1]([CH3:3])[CH3:2])=[CH:10][N:9]=1)#[CH:13]. (6) Given the reactants C(OC([N:8]1[CH2:12][CH2:11][C@H:10]([CH:13]([O:18][C:19]2[C:20]([CH3:26])=[N:21][C:22]([Cl:25])=[CH:23][CH:24]=2)[CH2:14][CH:15]2[CH2:17][CH2:16]2)[CH2:9]1)=O)(C)(C)C.COC1C=CC=CC=1.FC(F)(F)C(O)=O, predict the reaction product. The product is: [Cl:25][C:22]1[N:21]=[C:20]([CH3:26])[C:19]([O:18][CH:13]([C@H:10]2[CH2:11][CH2:12][NH:8][CH2:9]2)[CH2:14][CH:15]2[CH2:16][CH2:17]2)=[CH:24][CH:23]=1. (7) Given the reactants N1([C:7]2[C:8](=[O:13])[CH2:9][CH2:10][CH2:11][CH:12]=2)CCOCC1.[CH:14]([C:17]1[CH:23]=[CH:22][CH:21]=[C:20]([CH:24]([CH3:26])[CH3:25])[C:18]=1[NH2:19])([CH3:16])[CH3:15].O.C1(C)C=CC(S(O)(=O)=O)=CC=1, predict the reaction product. The product is: [CH:24]([C:20]1[CH:21]=[CH:22][CH:23]=[C:17]([CH:14]([CH3:16])[CH3:15])[C:18]=1[NH:19][C:7]1[C:8](=[O:13])[CH2:9][CH2:10][CH2:11][CH:12]=1)([CH3:26])[CH3:25]. (8) The product is: [N:13]1([NH:8][C:1]([N:3]2[CH:7]=[CH:6][N:5]=[CH:4]2)=[O:2])[C:21]2[C:16](=[CH:17][CH:18]=[CH:19][CH:20]=2)[CH:15]=[CH:14]1. Given the reactants [C:1]([N:8]1C=CN=C1)([N:3]1[CH:7]=[CH:6][N:5]=[CH:4]1)=[O:2].[N:13]1(N)[C:21]2[C:16](=[CH:17][CH:18]=[CH:19][CH:20]=2)[CH:15]=[CH:14]1.[N-]1C=CN=C1, predict the reaction product. (9) Given the reactants [Cl:1][C:2]1[CH:9]=[C:8](F)[CH:7]=[CH:6][C:3]=1[CH:4]=O.[N:11]1([C:17](=[O:19])[CH3:18])[CH2:16][CH2:15][NH:14][CH2:13][CH2:12]1.[CH2:20]1[CH:24]2[CH2:25][NH:26][CH2:27][CH:23]2[CH2:22][N:21]1[C:28]([O:30]C(C)(C)C)=[O:29].[CH2:35]1[C:40](=[O:41])[N:39](OC(O[N:39]2[C:40](=[O:41])[CH2:35][CH2:36][C:37]2=[O:38])=O)[C:37](=[O:38])[CH2:36]1, predict the reaction product. The product is: [C:17]([N:11]1[CH2:16][CH2:15][N:14]([C:8]2[CH:7]=[CH:6][C:3]([CH2:4][N:26]3[CH2:27][CH:23]4[CH2:22][N:21]([C:28]([O:30][N:39]5[C:40](=[O:41])[CH2:35][CH2:36][C:37]5=[O:38])=[O:29])[CH2:20][CH:24]4[CH2:25]3)=[C:2]([Cl:1])[CH:9]=2)[CH2:13][CH2:12]1)(=[O:19])[CH3:18].